Dataset: Forward reaction prediction with 1.9M reactions from USPTO patents (1976-2016). Task: Predict the product of the given reaction. Given the reactants [F:1][C:2]1[CH:11]=[CH:10][C:9]2[CH:8]=[N:7][C:6]([CH3:12])=[CH:5][C:4]=2[C:3]=1[NH2:13].[F:14][C:15]([F:27])([F:26])[C:16]1[CH:25]=[CH:24][C:19]([CH2:20][N:21]=[C:22]=[O:23])=[CH:18][CH:17]=1, predict the reaction product. The product is: [F:1][C:2]1[C:3]([NH:13][C:22]([NH:21][CH2:20][C:19]2[CH:18]=[CH:17][C:16]([C:15]([F:14])([F:27])[F:26])=[CH:25][CH:24]=2)=[O:23])=[C:4]2[C:9](=[CH:10][CH:11]=1)[CH:8]=[N:7][C:6]([CH3:12])=[CH:5]2.